This data is from Reaction yield outcomes from USPTO patents with 853,638 reactions. The task is: Predict the reaction yield, written as a fraction of the theoretical maximum amount of product (1.0 means a 100% yield; for example, 0.34 means a 34% yield). (1) The reactants are [CH2:1]([O:8][C:9]1[C:10]([C:25]2[CH:26]=[CH:27][C:28]3[O:33][CH2:32][CH2:31][CH2:30][C:29]=3[CH:34]=2)=[C:11]([C:19](=[O:24])[C:20]([O:22][CH3:23])=[O:21])[C:12]([C:15]([F:18])([F:17])[F:16])=[CH:13][CH:14]=1)[C:2]1[CH:7]=[CH:6][CH:5]=[CH:4][CH:3]=1.[BH4-].[Na+].O. The catalyst is CO. The product is [CH2:1]([O:8][C:9]1[C:10]([C:25]2[CH:26]=[CH:27][C:28]3[O:33][CH2:32][CH2:31][CH2:30][C:29]=3[CH:34]=2)=[C:11]([CH:19]([OH:24])[C:20]([O:22][CH3:23])=[O:21])[C:12]([C:15]([F:17])([F:18])[F:16])=[CH:13][CH:14]=1)[C:2]1[CH:7]=[CH:6][CH:5]=[CH:4][CH:3]=1. The yield is 1.00. (2) The reactants are [OH:1][C:2]1[CH:11]=[C:10]([OH:12])[CH:9]=[C:8]2[C:3]=1[C:4]([CH2:14][CH2:15][CH3:16])=[CH:5][C:6](=[O:13])[O:7]2.[N+](C1C=CC=CC=1)([O-])=O.[C:26](O[C:26](=[O:29])[CH2:27][CH3:28])(=[O:29])[CH2:27][CH3:28].Cl. The catalyst is ClCCCl. The product is [OH:1][C:2]1[CH:11]=[C:10]([OH:12])[C:9]([C:26](=[O:29])[CH2:27][CH3:28])=[C:8]2[C:3]=1[C:4]([CH2:14][CH2:15][CH3:16])=[CH:5][C:6](=[O:13])[O:7]2. The yield is 0.240.